From a dataset of Full USPTO retrosynthesis dataset with 1.9M reactions from patents (1976-2016). Predict the reactants needed to synthesize the given product. (1) The reactants are: Br[C:2]1[C:3](=[O:15])[N:4]([CH3:14])[C:5](=[O:13])[C:6]=1[N:7]1[CH2:12][CH2:11][O:10][CH2:9][CH2:8]1.C([O-])([O-])=O.[Cs+].[Cs+].O.CC1(C)C(C)(C)OB([C:31]2[CH:48]=[CH:47][C:34]([O:35][CH2:36][C:37]3[CH:46]=[CH:45][C:44]4[C:39](=[CH:40][CH:41]=[CH:42][CH:43]=4)[N:38]=3)=[CH:33][CH:32]=2)O1. Given the product [CH3:14][N:4]1[C:3](=[O:15])[C:2]([C:31]2[CH:32]=[CH:33][C:34]([O:35][CH2:36][C:37]3[CH:46]=[CH:45][C:44]4[C:39](=[CH:40][CH:41]=[CH:42][CH:43]=4)[N:38]=3)=[CH:47][CH:48]=2)=[C:6]([N:7]2[CH2:12][CH2:11][O:10][CH2:9][CH2:8]2)[C:5]1=[O:13], predict the reactants needed to synthesize it. (2) Given the product [CH:14]([C:15]([C:16]([F:19])([F:18])[F:17])([F:21])[F:20])([F:23])[F:22], predict the reactants needed to synthesize it. The reactants are: C(F)(C(F)(F)F)C(F)(F)F.ClCl.Cl[C:14]([F:23])([F:22])[C:15]([F:21])([F:20])[C:16]([F:19])([F:18])[F:17].[OH-].[K+]. (3) Given the product [Cl:13][C:14]1[C:23]2[C:18](=[CH:19][C:20]([O:26][CH2:33][CH2:32][N:27]3[CH:31]=[CH:30][N:29]=[N:28]3)=[C:21]([C:24]#[N:25])[CH:22]=2)[N:17]=[CH:16][CH:15]=1, predict the reactants needed to synthesize it. The reactants are: N(C(OCC)=O)=NC(OCC)=O.[Cl:13][C:14]1[C:23]2[C:18](=[CH:19][C:20]([OH:26])=[C:21]([C:24]#[N:25])[CH:22]=2)[N:17]=[CH:16][CH:15]=1.[N:27]1([CH2:32][CH2:33]O)[CH:31]=[CH:30][N:29]=[N:28]1.C1(P(C2C=CC=CC=2)C2C=CC=CC=2)C=CC=CC=1. (4) Given the product [NH2:22][C:21]1[CH:20]=[CH:19][S:18][C:17]=1[C:15]([NH:8][C:9]1[CH:10]=[CH:11][CH:12]=[CH:13][CH:14]=1)=[O:16], predict the reactants needed to synthesize it. The reactants are: FC(F)(F)C(O)=O.[NH:8]([C:15]([C:17]1[S:18][CH:19]=[CH:20][C:21]=1[NH:22]C(=O)OC(C)(C)C)=[O:16])[C:9]1[CH:14]=[CH:13][CH:12]=[CH:11][CH:10]=1.